This data is from Forward reaction prediction with 1.9M reactions from USPTO patents (1976-2016). The task is: Predict the product of the given reaction. Given the reactants CS(O[C:6]1[CH:11]=[C:10]([Br:12])[CH:9]=[CH:8][C:7]=1[C:13](=O)[CH2:14][CH3:15])(=O)=O.[CH3:17][NH:18][NH2:19].C([O-])(=O)C.[NH4+], predict the reaction product. The product is: [Br:12][C:10]1[CH:11]=[C:6]2[C:7]([C:13]([CH2:14][CH3:15])=[N:19][N:18]2[CH3:17])=[CH:8][CH:9]=1.